This data is from Forward reaction prediction with 1.9M reactions from USPTO patents (1976-2016). The task is: Predict the product of the given reaction. Given the reactants [Cl:1][CH2:2][CH2:3][O:4][C:5]1[C:6]([N+:25]([O-])=O)=[C:7]([CH2:11][S:12]([C:15]2[C:24]3[C:19](=[CH:20][CH:21]=[CH:22][CH:23]=3)[CH:18]=[CH:17][CH:16]=2)(=[O:14])=[O:13])[CH:8]=[CH:9][CH:10]=1.C(O)=O, predict the reaction product. The product is: [Cl:1][CH2:2][CH2:3][O:4][C:5]1[CH:10]=[CH:9][CH:8]=[C:7]([CH2:11][S:12]([C:15]2[C:24]3[C:19](=[CH:20][CH:21]=[CH:22][CH:23]=3)[CH:18]=[CH:17][CH:16]=2)(=[O:14])=[O:13])[C:6]=1[NH2:25].